From a dataset of NCI-60 drug combinations with 297,098 pairs across 59 cell lines. Regression. Given two drug SMILES strings and cell line genomic features, predict the synergy score measuring deviation from expected non-interaction effect. (1) Drug 1: CC12CCC3C(C1CCC2=O)CC(=C)C4=CC(=O)C=CC34C. Drug 2: C1CN(CCN1C(=O)CCBr)C(=O)CCBr. Cell line: CAKI-1. Synergy scores: CSS=47.2, Synergy_ZIP=-2.04, Synergy_Bliss=-1.07, Synergy_Loewe=-4.09, Synergy_HSA=-0.478. (2) Drug 1: CC(C)(C#N)C1=CC(=CC(=C1)CN2C=NC=N2)C(C)(C)C#N. Drug 2: N.N.Cl[Pt+2]Cl. Cell line: A498. Synergy scores: CSS=6.44, Synergy_ZIP=-9.43, Synergy_Bliss=-3.05, Synergy_Loewe=-4.13, Synergy_HSA=-4.80. (3) Drug 1: N.N.Cl[Pt+2]Cl. Drug 2: CC1C(C(CC(O1)OC2CC(CC3=C2C(=C4C(=C3O)C(=O)C5=C(C4=O)C(=CC=C5)OC)O)(C(=O)CO)O)N)O.Cl. Cell line: MDA-MB-231. Synergy scores: CSS=28.7, Synergy_ZIP=-0.864, Synergy_Bliss=-5.53, Synergy_Loewe=-16.9, Synergy_HSA=-5.24. (4) Drug 1: CC1=C2C(C(=O)C3(C(CC4C(C3C(C(C2(C)C)(CC1OC(=O)C(C(C5=CC=CC=C5)NC(=O)OC(C)(C)C)O)O)OC(=O)C6=CC=CC=C6)(CO4)OC(=O)C)OC)C)OC. Drug 2: CNC(=O)C1=NC=CC(=C1)OC2=CC=C(C=C2)NC(=O)NC3=CC(=C(C=C3)Cl)C(F)(F)F. Cell line: SR. Synergy scores: CSS=84.7, Synergy_ZIP=4.01, Synergy_Bliss=2.37, Synergy_Loewe=2.31, Synergy_HSA=4.59. (5) Drug 1: C1=NC2=C(N1)C(=S)N=C(N2)N. Drug 2: CN(C(=O)NC(C=O)C(C(C(CO)O)O)O)N=O. Cell line: A498. Synergy scores: CSS=15.8, Synergy_ZIP=-4.59, Synergy_Bliss=-2.42, Synergy_Loewe=-16.0, Synergy_HSA=-2.95. (6) Drug 1: CC1OCC2C(O1)C(C(C(O2)OC3C4COC(=O)C4C(C5=CC6=C(C=C35)OCO6)C7=CC(=C(C(=C7)OC)O)OC)O)O. Drug 2: COC1=C2C(=CC3=C1OC=C3)C=CC(=O)O2. Cell line: SNB-19. Synergy scores: CSS=23.8, Synergy_ZIP=-1.04, Synergy_Bliss=-13.4, Synergy_Loewe=-32.5, Synergy_HSA=-14.6. (7) Drug 1: C1CCN(CC1)CCOC2=CC=C(C=C2)C(=O)C3=C(SC4=C3C=CC(=C4)O)C5=CC=C(C=C5)O. Drug 2: CC12CCC3C(C1CCC2OP(=O)(O)O)CCC4=C3C=CC(=C4)OC(=O)N(CCCl)CCCl.[Na+]. Cell line: UACC-257. Synergy scores: CSS=-4.77, Synergy_ZIP=2.88, Synergy_Bliss=0.459, Synergy_Loewe=-3.80, Synergy_HSA=-4.48.